This data is from Peptide-MHC class I binding affinity with 185,985 pairs from IEDB/IMGT. The task is: Regression. Given a peptide amino acid sequence and an MHC pseudo amino acid sequence, predict their binding affinity value. This is MHC class I binding data. (1) The peptide sequence is RLKHIFLIF. The MHC is HLA-A23:01 with pseudo-sequence HLA-A23:01. The binding affinity (normalized) is 0.0847. (2) The peptide sequence is ITYQAWQAQ. The MHC is HLA-A30:02 with pseudo-sequence HLA-A30:02. The binding affinity (normalized) is 0.426.